Dataset: Reaction yield outcomes from USPTO patents with 853,638 reactions. Task: Predict the reaction yield, written as a fraction of the theoretical maximum amount of product (1.0 means a 100% yield; for example, 0.34 means a 34% yield). (1) The reactants are [N+:1]([C:4]1[CH:5]=[C:6]([CH2:10][CH2:11][OH:12])[CH:7]=[CH:8][CH:9]=1)([O-])=O. The catalyst is C(O)C.[Pd]. The product is [NH2:1][C:4]1[CH:5]=[C:6]([CH2:10][CH2:11][OH:12])[CH:7]=[CH:8][CH:9]=1. The yield is 0.890. (2) The reactants are Cl[C:2]1[CH:3]=[C:4]([NH:10][C:11]2[CH:21]=[C:14]3[CH2:15][O:16][C:17]([CH3:20])([CH3:19])[CH2:18][N:13]3[N:12]=2)[C:5](=[O:9])[N:6]([CH3:8])[N:7]=1.[C:22]([O:25][CH2:26][C:27]1[C:28]([N:42]2[CH2:53][CH2:52][C:51]3[C:50]4[CH2:49][C:48]([CH3:55])([CH3:54])[CH2:47][C:46]=4[S:45][C:44]=3[C:43]2=[O:56])=[N:29][CH:30]=[CH:31][C:32]=1B1OC(C)(C)C(C)(C)O1)(=[O:24])[CH3:23].C([O-])(=O)C.[Na+].[O-]P([O-])([O-])=O.[K+].[K+].[K+]. The catalyst is C1C=CC(P(C2C=CC=CC=2)[C-]2C=CC=C2)=CC=1.C1C=CC(P(C2C=CC=CC=2)[C-]2C=CC=C2)=CC=1.Cl[Pd]Cl.[Fe+2].O.C(#N)C. The product is [C:22]([O:25][CH2:26][C:27]1[C:28]([N:42]2[CH2:53][CH2:52][C:51]3[C:50]4[CH2:49][C:48]([CH3:55])([CH3:54])[CH2:47][C:46]=4[S:45][C:44]=3[C:43]2=[O:56])=[N:29][CH:30]=[CH:31][C:32]=1[C:2]1[CH:3]=[C:4]([NH:10][C:11]2[CH:21]=[C:14]3[N:13]([N:12]=2)[CH2:18][C:17]([CH3:20])([CH3:19])[O:16][CH2:15]3)[C:5](=[O:9])[N:6]([CH3:8])[N:7]=1)(=[O:24])[CH3:23]. The yield is 0.250. (3) The reactants are C1(P(C2C=CC=CC=2)C2C=CC=CC=2)C=CC=CC=1.II.C(N(CC)CC)C.[Si:29]([O:36][C:37]1[CH:38]=[C:39]([CH:68]=[CH:69][CH:70]=1)[C:40]([NH:42][NH:43][C:44](=[O:67])[C@H:45]([NH:56][C:57]1[CH:62]=[CH:61][C:60]([C:63]#[N:64])=[C:59](Cl)[C:58]=1C)[C@@H:46]([O:48][Si:49]([C:52]([CH3:55])([CH3:54])[CH3:53])([CH3:51])[CH3:50])[CH3:47])=O)([C:32]([CH3:35])([CH3:34])[CH3:33])([CH3:31])[CH3:30].[CH2:71]([Cl:73])Cl. No catalyst specified. The product is [Si:49]([O:48][C@@H:46]([CH3:47])[C@@H:45]([NH:56][C:57]1[CH:58]=[CH:59][C:60]([C:63]#[N:64])=[C:71]([Cl:73])[C:62]=1[CH3:61])[C:44]1[O:67][C:40]([C:39]2[CH:68]=[CH:69][CH:70]=[C:37]([O:36][Si:29]([C:32]([CH3:33])([CH3:34])[CH3:35])([CH3:30])[CH3:31])[CH:38]=2)=[N:42][N:43]=1)([C:52]([CH3:55])([CH3:53])[CH3:54])([CH3:50])[CH3:51]. The yield is 0.680. (4) The reactants are [Cl:1][C:2]1[N:7]=[C:6](Cl)[C:5]([CH3:9])=[CH:4][N:3]=1.[CH3:10][O:11][C:12]1[CH:21]=[C:20](B2OC(C)(C)C(C)(C)O2)[CH:19]=[CH:18][C:13]=1[C:14]([O:16][CH3:17])=[O:15].C(O)CC.C(=O)(O)[O-].[Na+]. The catalyst is C1(C)C=CC=CC=1. The product is [Cl:1][C:2]1[N:7]=[C:6]([C:20]2[CH:19]=[CH:18][C:13]([C:14]([O:16][CH3:17])=[O:15])=[C:12]([O:11][CH3:10])[CH:21]=2)[C:5]([CH3:9])=[CH:4][N:3]=1. The yield is 0.560. (5) The reactants are [Cl:1][C:2]1[CH:29]=[CH:28][CH:27]=[CH:26][C:3]=1[C:4]([C:6]1[S:10][C:9]([NH:11][C:12]([C:14]2([C:17]3[CH:25]=[CH:24][C:20]4[O:21][CH2:22][O:23][C:19]=4[CH:18]=3)[CH2:16][CH2:15]2)=[O:13])=[N:8][CH:7]=1)=[O:5].[BH4-].[Na+]. The catalyst is CO. The product is [O:23]1[C:19]2[CH:18]=[C:17]([C:14]3([C:12]([NH:11][C:9]4[S:10][C:6]([CH:4]([C:3]5[CH:26]=[CH:27][CH:28]=[CH:29][C:2]=5[Cl:1])[OH:5])=[CH:7][N:8]=4)=[O:13])[CH2:16][CH2:15]3)[CH:25]=[CH:24][C:20]=2[O:21][CH2:22]1. The yield is 0.630.